The task is: Predict the product of the given reaction.. This data is from Forward reaction prediction with 1.9M reactions from USPTO patents (1976-2016). (1) Given the reactants [C:1]([O:5][C:6](=[O:9])[CH2:7][NH2:8])([CH3:4])([CH3:3])[CH3:2].C(N(C(C)C)CC)(C)C.Cl[C:20]([O:22][CH2:23][C:24]1[CH:29]=[CH:28][CH:27]=[CH:26][CH:25]=1)=[O:21], predict the reaction product. The product is: [C:1]([O:5][C:6](=[O:9])[CH:7]([C:20]([O:22][CH2:23][C:24]1[CH:29]=[CH:28][CH:27]=[CH:26][CH:25]=1)=[O:21])[NH2:8])([CH3:4])([CH3:3])[CH3:2]. (2) Given the reactants [F:1][C:2]1[CH:7]=[CH:6][C:5]([C:8]2[CH:13]=[CH:12][N:11]3[C:14](I)=[CH:15][N:16]=[C:10]3[CH:9]=2)=[CH:4][CH:3]=1.Br[C:19]1[CH:20]=[C:21]([NH:25][C:26]([NH:28][CH2:29][C:30]([F:33])([F:32])[F:31])=[O:27])[CH:22]=[CH:23][CH:24]=1.C(=O)([O-])[O-].[Na+].[Na+], predict the reaction product. The product is: [F:1][C:2]1[CH:7]=[CH:6][C:5]([C:8]2[CH:13]=[CH:12][N:11]3[C:14]([C:23]4[CH:22]=[C:21]([NH:25][C:26]([NH:28][CH2:29][C:30]([F:31])([F:32])[F:33])=[O:27])[CH:20]=[CH:19][CH:24]=4)=[CH:15][N:16]=[C:10]3[CH:9]=2)=[CH:4][CH:3]=1. (3) Given the reactants [Cl:1][C:2]1[CH:7]=[C:6]([Cl:8])[CH:5]=[CH:4][C:3]=1[C:9]1[N:10]=[C:11](/[CH:18]=[CH:19]/[C:20]2[CH:25]=[CH:24][C:23]([C:26]3[CH:31]=[CH:30][C:29]([O:32][CH3:33])=[CH:28][CH:27]=3)=[CH:22][CH:21]=2)[N:12]([CH2:14][C:15]([OH:17])=O)[CH:13]=1.[CH3:34][C:35]([CH3:40])([CH3:39])[CH2:36][CH2:37][NH2:38], predict the reaction product. The product is: [Cl:1][C:2]1[CH:7]=[C:6]([Cl:8])[CH:5]=[CH:4][C:3]=1[C:9]1[N:10]=[C:11](/[CH:18]=[CH:19]/[C:20]2[CH:21]=[CH:22][C:23]([C:26]3[CH:31]=[CH:30][C:29]([O:32][CH3:33])=[CH:28][CH:27]=3)=[CH:24][CH:25]=2)[N:12]([CH2:14][C:15]([NH:38][CH2:37][CH2:36][C:35]([CH3:40])([CH3:39])[CH3:34])=[O:17])[CH:13]=1. (4) Given the reactants [OH:1][C:2]([CH3:36])([CH3:35])[CH2:3][C@:4]1([C:29]2[CH:34]=[CH:33][CH:32]=[CH:31][CH:30]=2)[CH2:10][CH2:9][CH2:8][N:7]([C@H:11]([C:13]2[CH:18]=[CH:17][C:16](B3OC(C)(C)C(C)(C)O3)=[CH:15][CH:14]=2)[CH3:12])[C:6](=[O:28])[NH:5]1.Br[C:38]1[CH:39]=[CH:40][C:41](=[O:47])[N:42]([CH:44]2[CH2:46][CH2:45]2)[CH:43]=1, predict the reaction product. The product is: [CH:44]1([N:42]2[C:41](=[O:47])[CH:40]=[CH:39][C:38]([C:16]3[CH:15]=[CH:14][C:13]([C@@H:11]([N:7]4[CH2:8][CH2:9][CH2:10][C@:4]([CH2:3][C:2]([OH:1])([CH3:35])[CH3:36])([C:29]5[CH:34]=[CH:33][CH:32]=[CH:31][CH:30]=5)[NH:5][C:6]4=[O:28])[CH3:12])=[CH:18][CH:17]=3)=[CH:43]2)[CH2:46][CH2:45]1.